This data is from Forward reaction prediction with 1.9M reactions from USPTO patents (1976-2016). The task is: Predict the product of the given reaction. (1) Given the reactants [CH3:1]O.[N:3]1[CH:8]=[CH:7][CH:6]=[CH:5][CH:4]=1.[C:9]([O:12][C:13](=[O:15])[CH3:14])(=O)[CH3:10].O, predict the reaction product. The product is: [C:13]([O:12][CH2:9][C:10]1[CH:4]=[CH:5][CH:6]=[CH:7][C:8]=1[NH:3][CH3:1])(=[O:15])[CH3:14]. (2) Given the reactants Cl.[NH2:2][CH2:3][CH2:4][C:5]1[C:13]2[C:8](=[CH:9][CH:10]=[CH:11][CH:12]=2)[NH:7][CH:6]=1.[CH2:14]([O:16][C:17](=[O:20])[CH:18]=O)[CH3:15], predict the reaction product. The product is: [CH2:14]([O:16][C:17]([C:18]1[C:6]2[NH:7][C:8]3[C:13]([C:5]=2[CH:4]=[CH:3][N:2]=1)=[CH:12][CH:11]=[CH:10][CH:9]=3)=[O:20])[CH3:15]. (3) Given the reactants [CH3:1][NH:2][C:3]([C@@H:5]1[CH2:9][CH2:8][C@H:7]([NH:10][C:11](=[O:17])[O:12][C:13]([CH3:16])([CH3:15])[CH3:14])[CH2:6]1)=S.[C:18]1([CH2:24][C:25]([NH:27][NH2:28])=O)[CH:23]=[CH:22][CH:21]=[CH:20][CH:19]=1.C([O-])(=O)C, predict the reaction product. The product is: [CH2:24]([C:25]1[N:2]([CH3:1])[C:3]([C@@H:5]2[CH2:9][CH2:8][C@H:7]([NH:10][C:11](=[O:17])[O:12][C:13]([CH3:14])([CH3:15])[CH3:16])[CH2:6]2)=[N:28][N:27]=1)[C:18]1[CH:23]=[CH:22][CH:21]=[CH:20][CH:19]=1. (4) Given the reactants C[Si](C)(C)N[Si](C)(C)C.[K].[CH3:11][C:12]1[CH:13]=[C:14]([CH:29]=[CH:30][C:31]=1[CH3:32])[C:15]([C:17]1[C:26](=[O:27])[C:25]2[C:20](=[CH:21][CH:22]=[C:23]([CH3:28])[N:24]=2)[NH:19][CH:18]=1)=[O:16].[Br:33][C:34]1[CH:39]=[CH:38][CH:37]=[C:36]([CH2:40]Br)[N:35]=1.O, predict the reaction product. The product is: [Br:33][C:34]1[N:35]=[C:36]([CH2:40][N:19]2[C:20]3[C:25](=[N:24][C:23]([CH3:28])=[CH:22][CH:21]=3)[C:26](=[O:27])[C:17]([C:15](=[O:16])[C:14]3[CH:29]=[CH:30][C:31]([CH3:32])=[C:12]([CH3:11])[CH:13]=3)=[CH:18]2)[CH:37]=[CH:38][CH:39]=1. (5) Given the reactants [NH:1]1[C:5]2=[CH:6][N:7]=[CH:8][CH:9]=[C:4]2[CH:3]=[C:2]1[C:10]([OH:12])=O.[O:13]([CH2:20][CH2:21][NH2:22])[C:14]1[CH:19]=[CH:18][CH:17]=[CH:16][CH:15]=1, predict the reaction product. The product is: [O:13]([CH2:20][CH2:21][NH:22][C:10]([C:2]1[NH:1][C:5]2=[CH:6][N:7]=[CH:8][CH:9]=[C:4]2[CH:3]=1)=[O:12])[C:14]1[CH:19]=[CH:18][CH:17]=[CH:16][CH:15]=1.